This data is from Forward reaction prediction with 1.9M reactions from USPTO patents (1976-2016). The task is: Predict the product of the given reaction. Given the reactants [CH:1]1([CH2:4][O:5][C:6]2[CH:11]=[CH:10][C:9]([S:12]([CH3:15])(=[O:14])=[O:13])=[CH:8][C:7]=2[C:16]2[CH:17]=[C:18]([CH3:23])[C:19](=O)[NH:20][CH:21]=2)[CH2:3][CH2:2]1.[C:24]([O-:27])([O-])=O.[K+].[K+].[CH3:30][C:31](=O)OCC.[CH3:36]N(C=O)C, predict the reaction product. The product is: [CH:1]1([CH2:4][O:5][C:6]2[CH:11]=[CH:10][C:9]([S:12]([CH3:15])(=[O:13])=[O:14])=[CH:8][C:7]=2[C:16]2[CH:17]=[C:30]([CH3:31])[C:24](=[O:27])[N:20]([CH2:19][CH:18]3[CH2:36][CH2:23]3)[CH:21]=2)[CH2:2][CH2:3]1.